This data is from Forward reaction prediction with 1.9M reactions from USPTO patents (1976-2016). The task is: Predict the product of the given reaction. (1) Given the reactants FC(F)(F)S(O[C:7]1[CH:16]=[CH:15][C:14]2[C:9](=[CH:10][C:11]([OH:35])=[C:12]([C:17]3[N:18]=[N:19][C:20]([N:23]([CH3:34])[CH:24]4[CH2:29][C:28]([CH3:31])([CH3:30])[NH:27][C:26]([CH3:33])([CH3:32])[CH2:25]4)=[CH:21][CH:22]=3)[CH:13]=2)[CH:8]=1)(=O)=O.[CH3:38][N:39](C=O)C, predict the reaction product. The product is: [OH:35][C:11]1[CH:10]=[C:9]2[C:14]([CH:15]=[CH:16][C:7]([C:38]#[N:39])=[CH:8]2)=[CH:13][C:12]=1[C:17]1[N:18]=[N:19][C:20]([N:23]([CH3:34])[CH:24]2[CH2:25][C:26]([CH3:33])([CH3:32])[NH:27][C:28]([CH3:30])([CH3:31])[CH2:29]2)=[CH:21][CH:22]=1. (2) Given the reactants C(Cl)(=O)C(Cl)=O.CS(C)=O.[C:11]([O:15][C:16]([N:18]1[C:26]2[C:21](=[CH:22][CH:23]=[C:24]([CH2:27][OH:28])[CH:25]=2)[CH:20]=[C:19]1[C:29]1[CH:34]=[C:33]([C:35]2[CH:40]=[C:39]([CH3:41])[C:38]([OH:42])=[C:37]([CH3:43])[CH:36]=2)[N:32]=[N:31][C:30]=1[O:44][CH3:45])=[O:17])([CH3:14])([CH3:13])[CH3:12].C(N(CC)CC)C, predict the reaction product. The product is: [C:11]([O:15][C:16]([N:18]1[C:26]2[C:21](=[CH:22][CH:23]=[C:24]([CH:27]=[O:28])[CH:25]=2)[CH:20]=[C:19]1[C:29]1[CH:34]=[C:33]([C:35]2[CH:36]=[C:37]([CH3:43])[C:38]([OH:42])=[C:39]([CH3:41])[CH:40]=2)[N:32]=[N:31][C:30]=1[O:44][CH3:45])=[O:17])([CH3:14])([CH3:13])[CH3:12]. (3) Given the reactants [CH3:1][O:2][C:3]([C:5]1[C:6]2[CH:7]=[CH:8][NH:9][C:10]=2[CH:11]=[CH:12][CH:13]=1)=[O:4].[N+:14]([C:17]1[CH:24]=[CH:23][C:20]([CH2:21]Br)=[CH:19][CH:18]=1)([O-:16])=[O:15], predict the reaction product. The product is: [CH3:1][O:2][C:3]([C:5]1[C:6]2[CH:7]=[CH:8][N:9]([CH2:21][C:20]3[CH:23]=[CH:24][C:17]([N+:14]([O-:16])=[O:15])=[CH:18][CH:19]=3)[C:10]=2[CH:11]=[CH:12][CH:13]=1)=[O:4]. (4) Given the reactants [OH:1][C@H:2]([CH2:8][C:9](=[O:11])[O-:10])[CH2:3][N+:4]([CH3:7])([CH3:6])[CH3:5].[C:12]([OH:17])(=[O:16])[CH2:13][CH2:14][CH3:15].O.[OH-].[Ca+2:20].[OH-], predict the reaction product. The product is: [C:9]([O-:11])(=[O:10])[CH2:8][CH2:2][CH3:3].[Ca+2:20].[OH:1][C@H:2]([CH2:8][C:9](=[O:10])[O-:11])[CH2:3][N+:4]([CH3:7])([CH3:5])[CH3:6].[C:12]([O-:17])(=[O:16])[CH2:13][CH2:14][CH3:15]. (5) Given the reactants [NH:1]1[C:9]2[C:4](=[CH:5][CH:6]=[CH:7][C:8]=2[CH:10]=O)[CH:3]=[CH:2]1.[CH3:12]OS(OC)(=O)=O.[H-].[Na+].C[N:22]([CH:24]=[O:25])C, predict the reaction product. The product is: [CH3:12][N:1]1[C:9]2[C:4](=[CH:5][CH:6]=[CH:7][C:8]=2[CH2:10][C:24]([NH2:22])=[O:25])[CH:3]=[CH:2]1.